Dataset: Catalyst prediction with 721,799 reactions and 888 catalyst types from USPTO. Task: Predict which catalyst facilitates the given reaction. (1) Reactant: [CH2:1]([O:3][C:4]([C:6]1[C:10]2[C:11]([OH:15])=[CH:12][CH:13]=[CH:14][C:9]=2[O:8][C:7]=1[C:16](=[O:25])[C:17]1[CH:22]=[CH:21][C:20]([Cl:23])=[CH:19][C:18]=1[Cl:24])=[O:5])[CH3:2].C(N(CC)CC)C.[F:33][C:34]([F:47])([F:46])[S:35](O[S:35]([C:34]([F:47])([F:46])[F:33])(=[O:37])=[O:36])(=[O:37])=[O:36]. Product: [CH2:1]([O:3][C:4]([C:6]1[C:14]2[CH:13]=[CH:12][C:11]([O:15][S:35]([C:34]([F:47])([F:46])[F:33])(=[O:37])=[O:36])=[CH:10][C:9]=2[O:8][C:7]=1[C:16](=[O:25])[C:17]1[CH:22]=[CH:21][C:20]([Cl:23])=[CH:19][C:18]=1[Cl:24])=[O:5])[CH3:2]. The catalyst class is: 2. (2) Reactant: [CH2:1]([O:8][C:9]([NH:11][CH:12]([CH3:19])[CH2:13][S:14]([O:16]CC)=[O:15])=[O:10])[C:2]1[CH:7]=[CH:6][CH:5]=[CH:4][CH:3]=1.[OH-].[Na+]. Product: [CH2:1]([O:8][C:9]([NH:11][CH:12]([CH3:19])[CH2:13][S:14]([OH:16])=[O:15])=[O:10])[C:2]1[CH:3]=[CH:4][CH:5]=[CH:6][CH:7]=1. The catalyst class is: 8.